Task: Predict the reactants needed to synthesize the given product.. Dataset: Full USPTO retrosynthesis dataset with 1.9M reactions from patents (1976-2016) (1) Given the product [Br:26][C:7]1[C:8]2[C:13](=[CH:12][C:11]([O:14][CH2:15][CH3:16])=[CH:10][CH:9]=2)[N:5]([CH2:4][CH:1]2[CH2:3][CH2:2]2)[C:6]=1[C:17]1[CH:18]=[CH:19][C:20]([N+:23]([O-:25])=[O:24])=[CH:21][CH:22]=1, predict the reactants needed to synthesize it. The reactants are: [CH:1]1([CH2:4][N:5]2[C:13]3[C:8](=[CH:9][CH:10]=[C:11]([O:14][CH2:15][CH3:16])[CH:12]=3)[CH:7]=[C:6]2[C:17]2[CH:22]=[CH:21][C:20]([N+:23]([O-:25])=[O:24])=[CH:19][CH:18]=2)[CH2:3][CH2:2]1.[Br:26]N1C(=O)CCC1=O. (2) Given the product [NH2:1][C:2]1[C:11]([I:19])=[CH:10][C:5]([C:6]([O:8][CH3:9])=[O:7])=[CH:4][N:3]=1, predict the reactants needed to synthesize it. The reactants are: [NH2:1][C:2]1[CH:11]=[CH:10][C:5]([C:6]([O:8][CH3:9])=[O:7])=[CH:4][N:3]=1.C1C(=O)N([I:19])C(=O)C1.[NH4+].[OH-]. (3) The reactants are: [CH3:1][N:2]1[C:6](=[O:7])[N:5]([C:8]2[CH:13]=[C:12]([N+:14]([O-])=O)[CH:11]=[CH:10][C:9]=2[N:17]2[CH2:22][CH2:21][N:20]([CH:23]3[CH2:26][O:25][CH2:24]3)[CH2:19][CH2:18]2)[N:4]=[N:3]1. Given the product [NH2:14][C:12]1[CH:11]=[CH:10][C:9]([N:17]2[CH2:22][CH2:21][N:20]([CH:23]3[CH2:26][O:25][CH2:24]3)[CH2:19][CH2:18]2)=[C:8]([N:5]2[C:6](=[O:7])[N:2]([CH3:1])[N:3]=[N:4]2)[CH:13]=1, predict the reactants needed to synthesize it. (4) Given the product [F:9][C:6]1[CH:7]=[CH:8][C:3]([C:2]2[C:10]([C:11]([O:13][CH3:14])=[O:12])=[C:15]([CH:16]([CH3:18])[CH3:17])[N:28]=[C:27]([N:29]([S:30]([CH3:33])(=[O:32])=[O:31])[CH3:34])[N:1]=2)=[CH:4][CH:5]=1, predict the reactants needed to synthesize it. The reactants are: [NH2:1][C:2](=[C:10]([C:15](=O)[CH:16]([CH3:18])[CH3:17])[C:11]([O:13][CH3:14])=[O:12])[C:3]1[CH:8]=[CH:7][C:6]([F:9])=[CH:5][CH:4]=1.C1(C)C=CC=CC=1.[C:27]([N:29]([CH3:34])[S:30]([CH3:33])(=[O:32])=[O:31])#[N:28]. (5) Given the product [Br:22][C:23]1[CH:24]=[N:25][C:26]([C:9]2[CH:10]=[CH:11][CH:12]=[C:7]([C:5]3[CH:4]=[N:3][N:2]([CH3:1])[CH:6]=3)[CH:8]=2)=[N:27][CH:28]=1, predict the reactants needed to synthesize it. The reactants are: [CH3:1][N:2]1[CH:6]=[C:5]([C:7]2[CH:12]=[CH:11][CH:10]=[C:9](B3OC(C)(C)C(C)(C)O3)[CH:8]=2)[CH:4]=[N:3]1.[Br:22][C:23]1[CH:24]=[N:25][C:26](I)=[N:27][CH:28]=1.C(=O)([O-])[O-].[K+].[K+]. (6) Given the product [F:1][C:2]([F:7])([F:6])[C:3]([O-:5])=[O:4].[NH2:8][C:9]1[C:10]([C:17]([NH:19][CH2:20][C@@H:21]([N+:25]([CH2:28][CH2:29][CH2:30][C:31]2[CH:36]=[CH:35][C:34]([OH:37])=[CH:33][CH:32]=2)([CH3:27])[CH3:26])[CH2:22][CH2:23][CH3:24])=[O:18])=[N:11][C:12]([Cl:16])=[C:13]([NH2:15])[N:14]=1, predict the reactants needed to synthesize it. The reactants are: [F:1][C:2]([F:7])([F:6])[C:3]([O-:5])=[O:4].[NH2:8][C:9]1[C:10]([C:17]([NH:19][CH2:20][C@@H:21]([N+:25]([CH2:28][CH2:29][CH2:30][C:31]2[CH:36]=[CH:35][C:34]([O:37]C)=[CH:33][CH:32]=2)([CH3:27])[CH3:26])[CH2:22][CH2:23][CH3:24])=[O:18])=[N:11][C:12]([Cl:16])=[C:13]([NH2:15])[N:14]=1.B(Br)(Br)Br. (7) Given the product [CH3:1][O:2][C:3]1[CH:4]=[C:5]([CH:7]=[C:8]([N+:10]([O-:12])=[O:11])[CH:9]=1)[NH:6][CH3:15], predict the reactants needed to synthesize it. The reactants are: [CH3:1][O:2][C:3]1[CH:4]=[C:5]([CH:7]=[C:8]([N+:10]([O-:12])=[O:11])[CH:9]=1)[NH2:6].[H-].[Na+].[CH3:15]I. (8) Given the product [OH:8][C:5]1[CH:6]=[CH:7][C:2]([Cl:1])=[CH:3][C:4]=1[N:16]1[C:20](=[O:21])[N:19]([C:22]2[CH:27]=[CH:26][CH:25]=[CH:24][CH:23]=2)[C:18](=[O:28])[NH:17]1, predict the reactants needed to synthesize it. The reactants are: [Cl:1][C:2]1[CH:7]=[CH:6][C:5]([OH:8])=[CH:4][CH:3]=1.OC1C=CC([N:16]2[C:20](=[O:21])[N:19]([C:22]3[CH:27]=[CH:26][CH:25]=[CH:24][CH:23]=3)[C:18](=[O:28])[NH:17]2)=CC=1. (9) Given the product [C:21]([CH2:22][CH2:23][NH:24][C:13]([C:12]1[C:6]2[C:7](=[N:8][CH:9]=[C:4]([CH:1]3[CH2:2][CH2:3]3)[N:5]=2)[NH:10][CH:11]=1)=[O:15])#[N:20], predict the reactants needed to synthesize it. The reactants are: [CH:1]1([C:4]2[N:5]=[C:6]3[C:12]([C:13]([OH:15])=O)=[CH:11][NH:10][C:7]3=[N:8][CH:9]=2)[CH2:3][CH2:2]1.C(Cl)CCl.[NH2:20][CH2:21][CH2:22][C:23]#[N:24]. (10) Given the product [OH:2][C:3]1[CH:16]=[C:15]2[C:6]([N:7]3[C:12]([CH2:13][O:14]2)=[N:11][NH:10][C:9](=[O:17])[CH:8]3[CH3:18])=[CH:5][C:4]=1[N+:19]([O-:21])=[O:20], predict the reactants needed to synthesize it. The reactants are: C[O:2][C:3]1[CH:16]=[C:15]2[C:6]([N:7]3[C:12]([CH2:13][O:14]2)=[N:11][NH:10][C:9](=[O:17])[CH:8]3[CH3:18])=[CH:5][C:4]=1[N+:19]([O-:21])=[O:20].NC1C=CC(OC)=CC=1O.[Cl-].[Li+].